This data is from Full USPTO retrosynthesis dataset with 1.9M reactions from patents (1976-2016). The task is: Predict the reactants needed to synthesize the given product. (1) Given the product [C:10]([O:13][C:14](=[O:15])[NH:7][C:2]1[CH:3]=[CH:4][CH:5]=[CH:6][C:1]=1[NH2:8])([CH3:12])([CH3:11])[CH3:9], predict the reactants needed to synthesize it. The reactants are: [C:1]1([NH2:8])[CH:6]=[CH:5][CH:4]=[CH:3][C:2]=1[NH2:7].[CH3:9][C:10]([O:13][C:14](O[C:14]([O:13][C:10]([CH3:12])([CH3:11])[CH3:9])=[O:15])=[O:15])([CH3:12])[CH3:11]. (2) Given the product [CH:25]1([CH2:24][N:6]2[CH2:7][C@@H:8]([NH:10][C:11]([C:13]3[CH:22]=[CH:21][C:20]4[C:15](=[CH:16][CH:17]=[CH:18][CH:19]=4)[C:14]=3[OH:23])=[O:12])[CH2:9][C@H:5]2[C:3]([OH:4])=[O:2])[CH2:30][CH2:29][CH2:28][CH2:27][CH2:26]1, predict the reactants needed to synthesize it. The reactants are: C[O:2][C:3]([C@@H:5]1[CH2:9][C@H:8]([NH:10][C:11]([C:13]2[CH:22]=[CH:21][C:20]3[C:15](=[CH:16][CH:17]=[CH:18][CH:19]=3)[C:14]=2[OH:23])=[O:12])[CH2:7][N:6]1[CH2:24][CH:25]1[CH2:30][CH2:29][CH2:28][CH2:27][CH2:26]1)=[O:4].[OH-].[Li+].Cl. (3) Given the product [C:21]([O:20][C:18](=[O:19])[N:17]([C@H:25]([CH2:29][C:30]1[CH:35]=[CH:34][CH:33]=[CH:32][CH:31]=1)[C:26]([N:11]1[CH2:12][CH2:13][C:8]([C:6]2[CH:7]=[C:2]([F:1])[CH:3]=[CH:4][C:5]=2[O:14][CH3:15])=[CH:9][CH2:10]1)=[O:27])[CH3:16])([CH3:24])([CH3:22])[CH3:23], predict the reactants needed to synthesize it. The reactants are: [F:1][C:2]1[CH:3]=[CH:4][C:5]([O:14][CH3:15])=[C:6]([C:8]2[CH2:13][CH2:12][NH:11][CH2:10][CH:9]=2)[CH:7]=1.[CH3:16][N:17]([CH:25]([CH2:29][C:30]1[CH:35]=[CH:34][CH:33]=[CH:32][CH:31]=1)[C:26](O)=[O:27])[C:18]([O:20][C:21]([CH3:24])([CH3:23])[CH3:22])=[O:19].CC[Al](Cl)CC.C1C=CC2N(O)N=NC=2C=1.C[N+]1([O-])CCOCC1. (4) Given the product [F:1][CH:2]([F:23])[O:3][C:4]1[CH:9]=[CH:8][C:7]([C:10]#[C:11][C:12]2[CH:13]=[C:14]([CH:18]([F:30])[CH2:19][CH:20]=[CH2:21])[CH:15]=[CH:16][CH:17]=2)=[CH:6][CH:5]=1, predict the reactants needed to synthesize it. The reactants are: [F:1][CH:2]([F:23])[O:3][C:4]1[CH:9]=[CH:8][C:7]([C:10]#[C:11][C:12]2[CH:13]=[C:14]([CH:18]3[CH2:21][CH:20](O)[CH2:19]3)[CH:15]=[CH:16][CH:17]=2)=[CH:6][CH:5]=1.C(N(S(F)(F)[F:30])CC)C. (5) The reactants are: [NH2:1][CH:2]1[CH2:11][CH2:10][C:5]2([O:9][CH2:8][CH2:7][O:6]2)[CH2:4][CH:3]1[C:12]([O:14][CH2:15][CH3:16])=[O:13].CCN(CC)CC.[CH2:24]([S:26](Cl)(=[O:28])=[O:27])[CH3:25].C([O-])(O)=O.[Na+]. Given the product [CH2:24]([S:26]([NH:1][CH:2]1[CH2:11][CH2:10][C:5]2([O:9][CH2:8][CH2:7][O:6]2)[CH2:4][CH:3]1[C:12]([O:14][CH2:15][CH3:16])=[O:13])(=[O:28])=[O:27])[CH3:25], predict the reactants needed to synthesize it. (6) Given the product [CH:1]12[CH2:7][CH:4]([CH2:5][CH2:6]1)[CH2:3][C@@H:2]2[N:8]1[C:12]2=[C:13]3[S:19][CH:18]=[CH:17][C:14]3=[N:15][CH:16]=[C:11]2[N:10]=[C:9]1[CH2:20][N:26]([S:23]([CH3:22])(=[O:24])=[O:25])[C:27](=[O:33])[O:28][C:29]([CH3:32])([CH3:31])[CH3:30], predict the reactants needed to synthesize it. The reactants are: [CH:1]12[CH2:7][CH:4]([CH2:5][CH2:6]1)[CH2:3][C@@H:2]2[N:8]1[C:12]2=[C:13]3[S:19][CH:18]=[CH:17][C:14]3=[N:15][CH:16]=[C:11]2[N:10]=[C:9]1[CH2:20]Cl.[CH3:22][S:23]([NH:26][C:27](=[O:33])[O:28][C:29]([CH3:32])([CH3:31])[CH3:30])(=[O:25])=[O:24].C(=O)([O-])[O-].[K+].[K+]. (7) Given the product [F:25][C:26]1[CH:31]=[CH:30][C:29]([O:32][C:2]2[CH:20]=[CH:19][CH:18]=[C:17]([C:21]([F:24])([F:23])[F:22])[C:3]=2[C:4]([NH:6][C:7]2[CH:12]=[CH:11][CH:10]=[C:9]([S:13](=[O:16])(=[O:15])[NH2:14])[CH:8]=2)=[O:5])=[C:28]([O:33][CH3:34])[CH:27]=1, predict the reactants needed to synthesize it. The reactants are: F[C:2]1[CH:20]=[CH:19][CH:18]=[C:17]([C:21]([F:24])([F:23])[F:22])[C:3]=1[C:4]([NH:6][C:7]1[CH:12]=[CH:11][CH:10]=[C:9]([S:13](=[O:16])(=[O:15])[NH2:14])[CH:8]=1)=[O:5].[F:25][C:26]1[CH:31]=[CH:30][C:29]([OH:32])=[C:28]([O:33][CH3:34])[CH:27]=1.C([O-])([O-])=O.[Cs+].[Cs+].Cl. (8) Given the product [F:11][C:12]1[CH:13]=[C:14]([CH:5]2[NH:4][C:3](=[O:9])[C:2]([CH3:10])([CH3:1])[C:7](=[O:8])[CH2:6]2)[CH:15]=[C:16]([F:18])[CH:17]=1, predict the reactants needed to synthesize it. The reactants are: [CH3:1][C:2]1([CH3:10])[C:7](=[O:8])[CH:6]=[CH:5][NH:4][C:3]1=[O:9].[F:11][C:12]1[CH:13]=[C:14]([Mg]Br)[CH:15]=[C:16]([F:18])[CH:17]=1.